From a dataset of Forward reaction prediction with 1.9M reactions from USPTO patents (1976-2016). Predict the product of the given reaction. (1) Given the reactants Br[C:2]1[CH:7]=[CH:6][C:5]([C:8]2[N:9]([CH2:14][C@@H:15]3[CH2:19][CH2:18][N:17]([C:20]([CH:22]4[CH2:24][CH2:23]4)=[O:21])[CH2:16]3)[C:10](=[O:13])[NH:11][N:12]=2)=[C:4]([F:25])[CH:3]=1.[CH3:26][N:27]([CH3:41])[S:28]([NH:31][C:32]1[CH:33]=[C:34](B(O)O)[CH:35]=[CH:36][CH:37]=1)(=[O:30])=[O:29].C([O-])([O-])=O.[Cs+].[Cs+].O1CCOCC1, predict the reaction product. The product is: [CH:22]1([C:20]([N:17]2[CH2:18][CH2:19][C@@H:15]([CH2:14][N:9]3[C:10](=[O:13])[NH:11][N:12]=[C:8]3[C:5]3[CH:6]=[CH:7][C:2]([C:36]4[CH:35]=[CH:34][CH:33]=[C:32]([NH:31][S:28]([N:27]([CH3:41])[CH3:26])(=[O:30])=[O:29])[CH:37]=4)=[CH:3][C:4]=3[F:25])[CH2:16]2)=[O:21])[CH2:24][CH2:23]1. (2) Given the reactants Br[C:2]1[CH:9]=[CH:8][C:5]([CH:6]=[O:7])=[CH:4][CH:3]=1.C(=O)([O-])[O-].[K+].[K+].[F:16][C:17]1[CH:18]=[C:19](OB(O)O)[CH:20]=[C:21]([F:24])[C:22]=1[F:23], predict the reaction product. The product is: [F:16][C:17]1[CH:18]=[C:19]([C:2]2[CH:9]=[CH:8][C:5]([CH:6]=[O:7])=[CH:4][CH:3]=2)[CH:20]=[C:21]([F:24])[C:22]=1[F:23].